From a dataset of Forward reaction prediction with 1.9M reactions from USPTO patents (1976-2016). Predict the product of the given reaction. Given the reactants C([N:8]1[CH2:13][CH2:12][NH:11][CH2:10][CH2:9]1)(OC(C)(C)C)=O.[CH:14]1[C:23]2[C:18](=[CH:19][CH:20]=[CH:21][CH:22]=2)[CH:17]=[CH:16][C:15]=1[S:24](Cl)(=[O:26])=[O:25].FC(F)(F)C(O)=O, predict the reaction product. The product is: [CH:14]1[C:23]2[C:18](=[CH:19][CH:20]=[CH:21][CH:22]=2)[CH:17]=[CH:16][C:15]=1[S:24]([N:8]1[CH2:9][CH2:10][NH:11][CH2:12][CH2:13]1)(=[O:25])=[O:26].